From a dataset of Catalyst prediction with 721,799 reactions and 888 catalyst types from USPTO. Predict which catalyst facilitates the given reaction. (1) Reactant: CS(O[CH2:6][CH2:7][CH:8]([C:23]1[CH:28]=[CH:27][C:26]([C:29]([F:32])([F:31])[F:30])=[CH:25][CH:24]=1)[C:9]1[C:17]2[C:12](=[C:13]([NH:18][S:19]([CH3:22])(=[O:21])=[O:20])[CH:14]=[CH:15][CH:16]=2)[NH:11][CH:10]=1)(=O)=O.[C-]#[N:34].[K+].C(O[CH2:40][CH3:41])(=O)C. Product: [C:40]([CH2:41][CH2:6][CH2:7][CH:8]([C:9]1[C:17]2[C:12](=[C:13]([NH:18][S:19]([CH3:22])(=[O:21])=[O:20])[CH:14]=[CH:15][CH:16]=2)[NH:11][CH:10]=1)[C:23]1[CH:28]=[CH:27][C:26]([C:29]([F:30])([F:31])[F:32])=[CH:25][CH:24]=1)#[N:34]. The catalyst class is: 3. (2) Reactant: [Cl:1][C:2]1[CH:45]=[CH:44][C:5]([CH2:6][N:7]2[C:15]3[C:14](=[O:16])[N:13]([CH2:17][CH2:18][N:19]4C(=O)C5C(=CC=CC=5)C4=O)[C:12](=[O:30])[N:11]([CH3:31])[C:10]=3[N:9]=[C:8]2[O:32][C:33]2[CH:38]=[CH:37][CH:36]=[C:35]([O:39][C:40]([F:43])([F:42])[F:41])[CH:34]=2)=[CH:4][CH:3]=1.O.NN. Product: [NH2:19][CH2:18][CH2:17][N:13]1[C:14](=[O:16])[C:15]2[N:7]([CH2:6][C:5]3[CH:4]=[CH:3][C:2]([Cl:1])=[CH:45][CH:44]=3)[C:8]([O:32][C:33]3[CH:38]=[CH:37][CH:36]=[C:35]([O:39][C:40]([F:43])([F:41])[F:42])[CH:34]=3)=[N:9][C:10]=2[N:11]([CH3:31])[C:12]1=[O:30]. The catalyst class is: 8. (3) Reactant: Br[C:2]1[CH:7]=[CH:6][C:5]([NH:8][C:9]([C:11]2[N:12]([CH2:18][O:19][CH2:20][CH2:21][Si:22]([CH3:25])([CH3:24])[CH3:23])[CH:13]=[C:14]([C:16]#[N:17])[N:15]=2)=[O:10])=[C:4]([C:26]2[CH2:31][CH2:30][CH2:29][CH2:28][CH:27]=2)[CH:3]=1.C([Sn](CCCC)(CCCC)[C:37]([O:39]CC)=[CH2:38])CCC.CCOC(C)=O. Product: [C:37]([C:2]1[CH:7]=[CH:6][C:5]([NH:8][C:9]([C:11]2[N:12]([CH2:18][O:19][CH2:20][CH2:21][Si:22]([CH3:25])([CH3:23])[CH3:24])[CH:13]=[C:14]([C:16]#[N:17])[N:15]=2)=[O:10])=[C:4]([C:26]2[CH2:31][CH2:30][CH2:29][CH2:28][CH:27]=2)[CH:3]=1)(=[O:39])[CH3:38]. The catalyst class is: 184. (4) Reactant: Cl.[Cl:2][C:3]1[CH:4]=[C:5]2[C:9](=[CH:10][CH:11]=1)[NH:8][CH:7]=[C:6]2[CH2:12][CH2:13][NH2:14].[O:15]=[C:16]1[CH:20]([C:21]([OH:23])=O)[CH2:19][CH2:18][N:17]1[C:24]1[CH:25]=[C:26](C)[CH:27]=[CH:28][CH:29]=1.O=[C:32]1C(C(O)=O)CCN1C1C=C(C)C=CC=1.C1CN([P+](ON2N=NC3C=CC=CC2=3)(N2CCCC2)N2CCCC2)CC1.F[P-](F)(F)(F)(F)F.C(N(CC)C(C)C)(C)C. Product: [Cl:2][C:3]1[CH:4]=[C:5]2[C:9](=[CH:10][CH:11]=1)[NH:8][CH:7]=[C:6]2[CH2:12][CH2:13][NH:14][C:21]([CH:20]1[CH2:19][CH2:18][N:17]([C:24]2[CH:29]=[CH:28][CH:27]=[CH:26][C:25]=2[CH3:32])[C:16]1=[O:15])=[O:23]. The catalyst class is: 3. (5) Reactant: [NH2:1][C:2]1[C:7]([F:8])=[CH:6][C:5](O)=[C:4]([F:10])[CH:3]=1.CC(C)([O-])C.[K+].Cl[C:18]1[CH:23]=[CH:22][N:21]=[C:20]([C:24]([NH2:26])=[O:25])[CH:19]=1.[OH-].[Na+]. Product: [NH2:1][C:2]1[C:7]([F:8])=[CH:6][C:5]([C:18]2[CH:23]=[CH:22][N:21]=[C:20]([C:24]([NH2:26])=[O:25])[CH:19]=2)=[C:4]([F:10])[CH:3]=1. The catalyst class is: 16. (6) Reactant: [Cl:1][C:2]1[CH:3]=[C:4]([CH3:29])[C:5]2[N:10]=[C:9]([C:11]3[N:15]([C:16]4[CH:21]=[CH:20][CH:19]=[CH:18][C:17]=4[Cl:22])[N:14]=[C:13]([C:23]([F:26])([F:25])[F:24])[CH:12]=3)[O:8][C:7](=[O:27])[C:6]=2[CH:28]=1.O.[NH2:31][NH2:32].O1CCCC1. Product: [Cl:1][C:2]1[CH:3]=[C:4]([CH3:29])[C:5]([NH:10][C:9]([C:11]2[N:15]([C:16]3[CH:21]=[CH:20][CH:19]=[CH:18][C:17]=3[Cl:22])[N:14]=[C:13]([C:23]([F:26])([F:24])[F:25])[CH:12]=2)=[O:8])=[C:6]([C:7]([NH:31][NH2:32])=[O:27])[CH:28]=1. The catalyst class is: 6. (7) Reactant: [OH:1][C:2]1[CH:10]=[CH:9][C:5]2[N:6]=[CH:7][S:8][C:4]=2[CH:3]=1.Br[CH:12]([CH2:22][O:23][CH3:24])[C:13]([NH:15][C:16]([CH3:21])([CH3:20])[C:17]#[C:18][CH3:19])=[O:14].C(=O)([O-])[O-].[K+].[K+].Cl. Product: [S:8]1[C:4]2[CH:3]=[C:2]([O:1][CH:12]([CH2:22][O:23][CH3:24])[C:13]([NH:15][C:16]([CH3:21])([CH3:20])[C:17]#[C:18][CH3:19])=[O:14])[CH:10]=[CH:9][C:5]=2[N:6]=[CH:7]1. The catalyst class is: 35. (8) Reactant: CN(C(ON1N=NC2C=CC=NC1=2)=[N+](C)C)C.F[P-](F)(F)(F)(F)F.[F:25][C:26]1[CH:27]=[C:28]([NH:37][C:38]([C@H:40]2[C:49]3[C:44](=[CH:45][C:46]([O:50][CH3:51])=[CH:47][CH:48]=3)[CH2:43][CH2:42][NH:41]2)=[O:39])[CH:29]=[C:30]([F:36])[C:31]=1[Si:32]([CH3:35])([CH3:34])[CH3:33].CCN(C(C)C)C(C)C.[C:61]([O:65][C:66](=[O:75])[CH:67]=[C:68]1[CH2:71][CH:70]([C:72](O)=[O:73])[CH2:69]1)([CH3:64])([CH3:63])[CH3:62]. Product: [F:25][C:26]1[CH:27]=[C:28]([NH:37][C:38]([C@H:40]2[C:49]3[C:44](=[CH:45][C:46]([O:50][CH3:51])=[CH:47][CH:48]=3)[CH2:43][CH2:42][N:41]2[C:72]([CH:70]2[CH2:69][C:68](=[CH:67][C:66]([O:65][C:61]([CH3:64])([CH3:63])[CH3:62])=[O:75])[CH2:71]2)=[O:73])=[O:39])[CH:29]=[C:30]([F:36])[C:31]=1[Si:32]([CH3:33])([CH3:35])[CH3:34]. The catalyst class is: 18. (9) Reactant: Cl[C:2]([O:4][CH:5]([Cl:7])[CH3:6])=[O:3].[CH3:8][O:9][C:10]1[CH:11]=[C:12]2[C:17](=[CH:18][CH:19]=1)[CH:16]=[C:15]([C@H:20]([CH3:29])[C:21]([O:23][CH2:24]/[CH:25]=[CH:26]\[CH2:27][OH:28])=[O:22])[CH:14]=[CH:13]2.N1C=CC=CC=1. Product: [CH3:8][O:9][C:10]1[CH:11]=[C:12]2[C:17](=[CH:18][CH:19]=1)[CH:16]=[C:15]([C@H:20]([CH3:29])[C:21]([O:23][CH2:24]/[CH:25]=[CH:26]\[CH2:27][O:28][C:2]([O:4][CH:5]([Cl:7])[CH3:6])=[O:3])=[O:22])[CH:14]=[CH:13]2. The catalyst class is: 2.